This data is from Forward reaction prediction with 1.9M reactions from USPTO patents (1976-2016). The task is: Predict the product of the given reaction. (1) Given the reactants [CH3:1]C(C)([O-])C.[K+].[CH:7]([O:10][C:11]1[C:16]([CH:17]=O)=[CH:15][CH:14]=[CH:13][C:12]=1[C:19]1[CH:24]=[CH:23][CH:22]=[CH:21][CH:20]=1)([CH3:9])[CH3:8].[Cl-].[NH4+], predict the reaction product. The product is: [CH:7]([O:10][C:11]1[C:16]([CH:17]=[CH2:1])=[CH:15][CH:14]=[CH:13][C:12]=1[C:19]1[CH:24]=[CH:23][CH:22]=[CH:21][CH:20]=1)([CH3:9])[CH3:8]. (2) Given the reactants Cl.[NH2:2][CH2:3][C:4]#[N:5].C(N(CC)CC)C.CN(C(ON1N=NC2C=CC=NC1=2)=[N+](C)C)C.F[P-](F)(F)(F)(F)F.[CH3:37][CH:38]1[CH2:41][C:40]([C:48]2[CH:56]=[C:55]([O:57][CH2:58][C:59]3[CH:68]=[CH:67][C:66]4[C:61](=[CH:62][CH:63]=[CH:64][CH:65]=4)[N:60]=3)[CH:54]=[CH:53][C:49]=2[C:50](O)=[O:51])([C:42]2[CH:47]=[CH:46][CH:45]=[CH:44][CH:43]=2)[CH2:39]1, predict the reaction product. The product is: [C:4]([CH2:3][NH:2][C:50](=[O:51])[C:49]1[CH:53]=[CH:54][C:55]([O:57][CH2:58][C:59]2[CH:68]=[CH:67][C:66]3[C:61](=[CH:62][CH:63]=[CH:64][CH:65]=3)[N:60]=2)=[CH:56][C:48]=1[C:40]1([C:42]2[CH:47]=[CH:46][CH:45]=[CH:44][CH:43]=2)[CH2:39][CH:38]([CH3:37])[CH2:41]1)#[N:5]. (3) Given the reactants Cl.[CH2:2]([O:5][NH2:6])[CH:3]=[CH2:4].C(N(CC)CC)C.[CH2:14]([S:21][C:22]1[N:26]([CH3:27])[N:25]=[C:24]([Cl:28])[C:23]=1[C:29](Cl)=[O:30])[C:15]1[CH:20]=[CH:19][CH:18]=[CH:17][CH:16]=1.O, predict the reaction product. The product is: [CH2:14]([S:21][C:22]1[N:26]([CH3:27])[N:25]=[C:24]([Cl:28])[C:23]=1[C:29]([NH:6][O:5][CH2:2][CH:3]=[CH2:4])=[O:30])[C:15]1[CH:16]=[CH:17][CH:18]=[CH:19][CH:20]=1. (4) Given the reactants Cl.O1CCOCC1.[Cl:8][C:9]1[CH:30]=[CH:29][C:12]([CH2:13][C:14]2([O:27][CH3:28])[CH2:19][CH2:18][N:17](C(OC(C)(C)C)=O)[CH2:16][CH2:15]2)=[C:11]([O:31][CH3:32])[CH:10]=1, predict the reaction product. The product is: [ClH:8].[Cl:8][C:9]1[CH:30]=[CH:29][C:12]([CH2:13][C:14]2([O:27][CH3:28])[CH2:15][CH2:16][NH:17][CH2:18][CH2:19]2)=[C:11]([O:31][CH3:32])[CH:10]=1. (5) Given the reactants [CH3:1][N:2]([S:15]([C:18]1[S:19][CH:20]=[CH:21][N:22]=1)(=[O:17])=[O:16])[C:3]1[CH:4]=[CH:5][CH:6]=[C:7]2[C:11]=1[NH:10][C:9]([C:12](O)=[O:13])=[CH:8]2.[N:23]1(O)C2C=CC=CC=2N=N1.Cl.CN(C)CCCN=C=NCC.N, predict the reaction product. The product is: [CH3:1][N:2]([S:15]([C:18]1[S:19][CH:20]=[CH:21][N:22]=1)(=[O:17])=[O:16])[C:3]1[CH:4]=[CH:5][CH:6]=[C:7]2[C:11]=1[NH:10][C:9]([C:12]([NH2:23])=[O:13])=[CH:8]2. (6) Given the reactants [F:1][C:2]1[CH:15]=[C:14]([N+:16]([O-:18])=[O:17])[CH:13]=[CH:12][C:3]=1[O:4][C:5]1[N:10]=[CH:9][N:8]=[C:7]([NH2:11])[CH:6]=1.[O:19](C(OC(C)(C)C)=O)[C:20]([O:22][C:23]([CH3:26])([CH3:25])[CH3:24])=O, predict the reaction product. The product is: [F:1][C:2]1[CH:15]=[C:14]([N+:16]([O-:18])=[O:17])[CH:13]=[CH:12][C:3]=1[O:4][C:5]1[N:10]=[CH:9][N:8]=[C:7]([NH:11][C:20](=[O:19])[O:22][C:23]([CH3:26])([CH3:25])[CH3:24])[CH:6]=1. (7) Given the reactants Br[C:2]1[S:6][C:5]([C:7]([O:9][CH2:10][CH3:11])=[O:8])=[CH:4][C:3]=1[NH:12][C:13]([O:15][C:16]([CH3:19])([CH3:18])[CH3:17])=[O:14].[CH3:20][Si:21]([C:24]#[CH:25])([CH3:23])[CH3:22].CCN(CC)CC, predict the reaction product. The product is: [C:16]([O:15][C:13]([NH:12][C:3]1[CH:4]=[C:5]([C:7]([O:9][CH2:10][CH3:11])=[O:8])[S:6][C:2]=1[C:25]#[C:24][Si:21]([CH3:23])([CH3:22])[CH3:20])=[O:14])([CH3:19])([CH3:18])[CH3:17].